This data is from Reaction yield outcomes from USPTO patents with 853,638 reactions. The task is: Predict the reaction yield, written as a fraction of the theoretical maximum amount of product (1.0 means a 100% yield; for example, 0.34 means a 34% yield). (1) The reactants are [OH:1][CH2:2][C@H:3]([NH:14]C(=O)OCC1C=CC=CC=1)[C:4]1[CH:9]=[CH:8][CH:7]=[C:6]([C:10]([F:13])([F:12])[F:11])[CH:5]=1. The catalyst is CO.[Pd]. The product is [NH2:14][C@H:3]([C:4]1[CH:9]=[CH:8][CH:7]=[C:6]([C:10]([F:11])([F:12])[F:13])[CH:5]=1)[CH2:2][OH:1]. The yield is 0.980. (2) The yield is 0.860. The product is [Br:1][C:2]1[C:9]([O:10][CH2:11][CH3:12])=[CH:8][CH:7]=[CH:6][C:3]=1[CH:4]1[O:20][CH2:24][CH2:30][O:5]1. The reactants are [Br:1][C:2]1[C:9]([O:10][CH2:11][CH3:12])=[CH:8][CH:7]=[CH:6][C:3]=1[CH:4]=[O:5].C1(C)C=CC(S(O)(=O)=[O:20])=CC=1.[C:24]1([CH3:30])C=CC=CC=1. No catalyst specified. (3) The reactants are [NH:1]1[C:9]2[CH2:8][CH2:7][CH2:6][CH2:5][C:4]=2[CH:3]=[CH:2]1.[Cl:10][C:11]([Cl:16])([Cl:15])[C:12](Cl)=[O:13]. The catalyst is ClCCCl. The product is [Cl:10][C:11]([Cl:16])([Cl:15])[C:12]([C:2]1[NH:1][C:9]2[CH2:8][CH2:7][CH2:6][CH2:5][C:4]=2[CH:3]=1)=[O:13]. The yield is 1.00. (4) The reactants are C[Si]([N-][Si](C)(C)C)(C)C.[N:10]1([CH2:16][C:17]2[CH:22]=[CH:21][C:20]([C:23]3[CH:24]=[C:25]([C:30]4[CH:35]=[CH:34][N:33]=[CH:32][C:31]=4[NH2:36])[C:26](F)=[N:27][CH:28]=3)=[CH:19][CH:18]=2)[CH2:15][CH2:14][CH2:13][CH2:12][CH2:11]1.O. The catalyst is C1COCC1. The product is [N:10]1([CH2:16][C:17]2[CH:22]=[CH:21][C:20]([C:23]3[CH:28]=[N:27][C:26]4[NH:36][C:31]5[CH:32]=[N:33][CH:34]=[CH:35][C:30]=5[C:25]=4[CH:24]=3)=[CH:19][CH:18]=2)[CH2:15][CH2:14][CH2:13][CH2:12][CH2:11]1. The yield is 0.420. (5) The reactants are [S:1]1[C:5]([C:6]2[C:7]3[CH:14]=[CH:13][N:12]([CH2:15][O:16][CH2:17][CH2:18][Si:19]([CH3:22])([CH3:21])[CH3:20])[C:8]=3[N:9]=[CH:10][N:11]=2)=[CH:4][N:3]=[CH:2]1.C([Li])CCC.CON(C)[C:31](=[O:43])[CH2:32][O:33][CH2:34][C:35]1[CH:40]=[CH:39][C:38]([O:41][CH3:42])=[CH:37][CH:36]=1. The catalyst is C1COCC1.CCCCCC. The product is [CH3:42][O:41][C:38]1[CH:39]=[CH:40][C:35]([CH2:34][O:33][CH2:32][C:31]([C:2]2[S:1][C:5]([C:6]3[C:7]4[CH:14]=[CH:13][N:12]([CH2:15][O:16][CH2:17][CH2:18][Si:19]([CH3:22])([CH3:21])[CH3:20])[C:8]=4[N:9]=[CH:10][N:11]=3)=[CH:4][N:3]=2)=[O:43])=[CH:36][CH:37]=1. The yield is 0.660. (6) The reactants are [CH:1]1([C:4]([NH:6][C:7]2[S:8][CH:9]=[C:10]([C:12]3[CH:19]=[CH:18][C:15]([CH2:16][NH2:17])=[CH:14][CH:13]=3)[N:11]=2)=[O:5])[CH2:3][CH2:2]1.[Cl:20][C:21]1[CH:37]=[CH:36][C:24]2[CH2:25][CH2:26][N:27]([C:30](=[O:35])[C:31]([F:34])([F:33])[F:32])[CH2:28][CH2:29][C:23]=2[C:22]=1OS(C(F)(F)F)(=O)=O.C1C=CC(P(C2C(C3C(P(C4C=CC=CC=4)C4C=CC=CC=4)=CC=C4C=3C=CC=C4)=C3C(C=CC=C3)=CC=2)C2C=CC=CC=2)=CC=1.C(=O)([O-])[O-].[Cs+].[Cs+]. The catalyst is C1(C)C=CC=CC=1.C1C=CC(/C=C/C(/C=C/C2C=CC=CC=2)=O)=CC=1.C1C=CC(/C=C/C(/C=C/C2C=CC=CC=2)=O)=CC=1.C1C=CC(/C=C/C(/C=C/C2C=CC=CC=2)=O)=CC=1.[Pd].[Pd].O1CCOCC1. The product is [Cl:20][C:21]1[CH:37]=[CH:36][C:24]2[CH2:25][CH2:26][N:27]([C:30](=[O:35])[C:31]([F:32])([F:34])[F:33])[CH2:28][CH2:29][C:23]=2[C:22]=1[NH:17][CH2:16][C:15]1[CH:14]=[CH:13][C:12]([C:10]2[N:11]=[C:7]([NH:6][C:4]([CH:1]3[CH2:3][CH2:2]3)=[O:5])[S:8][CH:9]=2)=[CH:19][CH:18]=1. The yield is 0.190.